This data is from Blood-brain barrier permeability classification from the B3DB database. The task is: Regression/Classification. Given a drug SMILES string, predict its absorption, distribution, metabolism, or excretion properties. Task type varies by dataset: regression for continuous measurements (e.g., permeability, clearance, half-life) or binary classification for categorical outcomes (e.g., BBB penetration, CYP inhibition). Dataset: b3db_classification. (1) The compound is CC(C)C(O)C1CCCCC1. The result is 1 (penetrates BBB). (2) The compound is COc1ccc2c(c1)c(CC(=O)OCC=C(C)CCC=C(C)CCC=C(C)C)c(C)n2C(=O)c1ccc(Cl)cc1. The result is 0 (does not penetrate BBB). (3) The compound is Cc1cc(NC(=O)c2c(C)cccc2C)no1. The result is 1 (penetrates BBB). (4) The molecule is Oc1cc2cc(CCN3CCN(c4nsc5ccccc45)CC3)c(Cl)cc2[nH]1. The result is 1 (penetrates BBB). (5) The result is 0 (does not penetrate BBB). The molecule is Cc1cc(C2CCCCC2)n(O)c(=O)c1. (6) The drug is COc1ccc([C@@H]2[C@H](C(N)=S)[C@@H]2S(=O)(=O)c2ccc(Cl)cc2)cc1. The result is 0 (does not penetrate BBB). (7) The drug is COc1ccc([C@@H]2[C@H](S(=O)(=O)c3ccc(C)cc3)[C@@]2(C#N)C(=O)O)cc1. The result is 0 (does not penetrate BBB).